This data is from Forward reaction prediction with 1.9M reactions from USPTO patents (1976-2016). The task is: Predict the product of the given reaction. (1) Given the reactants CC1C=CC(S(Cl)(=O)=[O:9])=CC=1.[Cl:12][C:13]1[CH:39]=[CH:38][C:37]([Cl:40])=[CH:36][C:14]=1[CH2:15][N:16]([CH3:35])[C:17]([N:19]1[CH2:24][CH2:23]/[C:22](=[N:25]/O)/[CH2:21][C@@H:20]1C1C=CC(F)=CC=1C)=[O:18], predict the reaction product. The product is: [Cl:12][C:13]1[CH:39]=[CH:38][C:37]([Cl:40])=[CH:36][C:14]=1[CH2:15][N:16]([CH3:35])[C:17]([N:19]1[CH2:24][CH2:23][C:22](=[O:9])[NH:25][CH2:21][CH2:20]1)=[O:18]. (2) Given the reactants [CH2:1]([O:3][C:4]1[CH:9]=[CH:8][C:7]([F:10])=[CH:6][C:5]=1[C:11]([F:16])([F:15])[C:12]([OH:14])=O)[CH3:2].P(Cl)(Cl)(Cl)=O.Cl.[NH2:23][CH2:24][C:25]1[CH:26]=[C:27]2[C:31](=[CH:32][CH:33]=1)[C:30](=[O:34])[N:29]([CH:35]1[CH2:40][CH2:39][C:38](=[O:41])[NH:37][C:36]1=[O:42])[CH2:28]2.C(=O)(O)[O-].[Na+], predict the reaction product. The product is: [O:42]=[C:36]1[CH:35]([N:29]2[CH2:28][C:27]3[C:31](=[CH:32][CH:33]=[C:25]([CH2:24][NH:23][C:12](=[O:14])[C:11]([C:5]4[CH:6]=[C:7]([F:10])[CH:8]=[CH:9][C:4]=4[O:3][CH2:1][CH3:2])([F:16])[F:15])[CH:26]=3)[C:30]2=[O:34])[CH2:40][CH2:39][C:38](=[O:41])[NH:37]1. (3) Given the reactants Br[C:2]1[CH:3]=[CH:4][C:5]([F:23])=[C:6]([C:8]2[N:13]=[C:12]([C:14]([O:16][CH3:17])=[O:15])[C:11]([NH:18][CH2:19][CH2:20][O:21][CH3:22])=[N:10][CH:9]=2)[CH:7]=1.[C:24]([C@:26]1([OH:33])[CH2:30][CH2:29][N:28]([CH3:31])[C:27]1=[O:32])#[CH:25], predict the reaction product. The product is: [F:23][C:5]1[CH:4]=[CH:3][C:2]([C:25]#[C:24][C@:26]2([OH:33])[CH2:30][CH2:29][N:28]([CH3:31])[C:27]2=[O:32])=[CH:7][C:6]=1[C:8]1[N:13]=[C:12]([C:14]([O:16][CH3:17])=[O:15])[C:11]([NH:18][CH2:19][CH2:20][O:21][CH3:22])=[N:10][CH:9]=1. (4) Given the reactants [Br:1][C:2]1[CH:3]=[C:4]([CH:7]=[CH:8][C:9]=1[OH:10])[CH:5]=[O:6].[N+:11]([O-])([OH:13])=[O:12], predict the reaction product. The product is: [Br:1][C:2]1[CH:3]=[C:4]([CH:7]=[C:8]([N+:11]([O-:13])=[O:12])[C:9]=1[OH:10])[CH:5]=[O:6]. (5) Given the reactants C(N(CC)CC)C.[C:8]([O:12][C:13](=[O:39])[NH:14][C@@H:15]1[CH2:20][CH2:19][C@@H:18]([CH2:21][CH:22]2[O:37][C:25]3[CH:26]=[N:27][C:28]4[CH:29]=[CH:30][C:31]([O:35][CH3:36])=[C:32]([F:34])[C:33]=4[C:24]=3[CH:23]2[OH:38])[O:17][CH2:16]1)([CH3:11])([CH3:10])[CH3:9].[C:40](OC(=O)C)(=[O:42])[CH3:41].CCCCCC, predict the reaction product. The product is: [C:8]([O:12][C:13]([NH:14][C@H:15]1[CH2:16][O:17][CH:18]([CH2:21][C@@H:22]2[O:37][C:25]3[CH:26]=[N:27][C:28]4[CH:29]=[CH:30][C:31]([O:35][CH3:36])=[C:32]([F:34])[C:33]=4[C:24]=3[CH:23]2[O:38][C:40](=[O:42])[CH3:41])[CH2:19][CH2:20]1)=[O:39])([CH3:11])([CH3:9])[CH3:10]. (6) Given the reactants [CH2:1]([O:3][C:4]([C:6]1[C:7](Cl)=[N:8][C:9]([S:12][CH3:13])=[N:10][CH:11]=1)=[O:5])[CH3:2].C([N:17](CC)CC)C.N, predict the reaction product. The product is: [NH2:17][C:7]1[C:6]([C:4]([O:3][CH2:1][CH3:2])=[O:5])=[CH:11][N:10]=[C:9]([S:12][CH3:13])[N:8]=1. (7) Given the reactants [CH2:1]([OH:4])[CH2:2][OH:3].CC1C=CC(S(O)(=O)=O)=CC=1.[NH2:16][C:17]1[CH:27]=[C:26]([CH:28]=O)[C:25]([CH3:30])=[CH:24][C:18]=1[C:19]([O:21][CH2:22][CH3:23])=[O:20].C(=O)(O)[O-].[Na+], predict the reaction product. The product is: [NH2:16][C:17]1[CH:27]=[C:26]([CH:28]2[O:4][CH2:1][CH2:2][O:3]2)[C:25]([CH3:30])=[CH:24][C:18]=1[C:19]([O:21][CH2:22][CH3:23])=[O:20].